Dataset: Full USPTO retrosynthesis dataset with 1.9M reactions from patents (1976-2016). Task: Predict the reactants needed to synthesize the given product. (1) Given the product [C:18]([C:6]1[CH:7]=[C:8]([C:14]([CH3:16])([CH3:15])[CH3:17])[C:9]([N+:11]([O-:13])=[O:12])=[CH:10][C:5]=1[OH:4])([CH3:19])([CH3:20])[CH3:21], predict the reactants needed to synthesize it. The reactants are: COC(=O)[O:4][C:5]1[CH:10]=[C:9]([N+:11]([O-:13])=[O:12])[C:8]([C:14]([CH3:17])([CH3:16])[CH3:15])=[CH:7][C:6]=1[C:18]([CH3:21])([CH3:20])[CH3:19].COC(=O)OC1C([N+]([O-])=O)=CC(C(C)(C)C)=CC=1C(C)(C)C.[OH-].[K+]. (2) Given the product [NH2:53][C:49](=[O:52])/[CH:50]=[CH:51]/[C:2]1[CH:3]=[C:4]2[C:9](=[C:10]([Cl:12])[CH:11]=1)[O:8][CH:7]([C:13]([F:16])([F:15])[F:14])[C:6]([C:17]([O:19][CH2:20][CH3:21])=[O:18])=[CH:5]2, predict the reactants needed to synthesize it. The reactants are: Br[C:2]1[CH:3]=[C:4]2[C:9](=[C:10]([Cl:12])[CH:11]=1)[O:8][CH:7]([C:13]([F:16])([F:15])[F:14])[C:6]([C:17]([O:19][CH2:20][CH3:21])=[O:18])=[CH:5]2.C1(C)C=CC=CC=1P(C1C=CC=CC=1C)C1C=CC=CC=1C.C([O-])(=O)C.[Na+].[C:49]([NH2:53])(=[O:52])[CH:50]=[CH2:51].